From a dataset of HIV replication inhibition screening data with 41,000+ compounds from the AIDS Antiviral Screen. Binary Classification. Given a drug SMILES string, predict its activity (active/inactive) in a high-throughput screening assay against a specified biological target. The drug is CCOC(=O)C(=O)N(CC(=O)OC)C(=O)Cc1ccccc1. The result is 1 (active).